Dataset: Peptide-MHC class I binding affinity with 185,985 pairs from IEDB/IMGT. Task: Regression. Given a peptide amino acid sequence and an MHC pseudo amino acid sequence, predict their binding affinity value. This is MHC class I binding data. The peptide sequence is ISDSNPYLTQW. The MHC is HLA-B14:02 with pseudo-sequence HLA-B14:02. The binding affinity (normalized) is 0.